From a dataset of Full USPTO retrosynthesis dataset with 1.9M reactions from patents (1976-2016). Predict the reactants needed to synthesize the given product. (1) Given the product [CH2:1]([O:3][C:4](=[O:7])[CH2:5][O:6][C:11]1[O:12][C:13]2[CH:19]=[CH:18][CH:17]=[CH:16][C:14]=2[N:15]=1)[CH3:2], predict the reactants needed to synthesize it. The reactants are: [CH2:1]([O:3][C:4](=[O:7])[CH2:5][OH:6])[CH3:2].[H-].[Na+].Cl[C:11]1[O:12][C:13]2[CH:19]=[CH:18][CH:17]=[CH:16][C:14]=2[N:15]=1. (2) Given the product [OH:21][C:18]1[CH:17]=[CH:16][C:15](/[CH:14]=[CH:13]/[C:11]2[CH:10]=[C:9]([OH:25])[CH:8]=[C:7]([OH:6])[CH:12]=2)=[CH:20][CH:19]=1, predict the reactants needed to synthesize it. The reactants are: [OH-].[K+].C([O:6][C:7]1[CH:12]=[C:11](/[CH:13]=[CH:14]/[C:15]2[CH:20]=[CH:19][C:18]([O:21]C(=O)C)=[CH:17][CH:16]=2)[CH:10]=[C:9]([O:25]C(=O)C)[CH:8]=1)(=O)C.